This data is from Full USPTO retrosynthesis dataset with 1.9M reactions from patents (1976-2016). The task is: Predict the reactants needed to synthesize the given product. (1) Given the product [CH3:13][C:7]1[C:6]([CH2:5][CH2:4][C:1]([OH:3])=[O:2])=[CH:10][NH:9][C:8]=1[CH:11]=[C:21]1[C:20]2[C:24](=[CH:25][CH:26]=[C:18]([S:15](=[O:17])(=[O:16])[NH2:14])[CH:19]=2)[NH:23][C:22]1=[O:27], predict the reactants needed to synthesize it. The reactants are: [C:1]([CH2:4][CH2:5][C:6]1[C:7]([CH3:13])=[C:8]([CH:11]=O)[NH:9][CH:10]=1)([OH:3])=[O:2].[NH2:14][S:15]([C:18]1[CH:19]=[C:20]2[C:24](=[CH:25][CH:26]=1)[NH:23][C:22](=[O:27])[CH2:21]2)(=[O:17])=[O:16].N1CCCCC1. (2) Given the product [Cl:1][C:2]1[C:3]([N:27]([CH3:31])[CH2:28][CH2:29][CH3:30])=[CH:4][C:5]2[N:11]=[C:10]([C:12]3[CH:17]=[CH:16][CH:15]=[C:14]([N:18]4[C:22]([CH2:23][NH:40][CH:37]5[CH2:39][CH2:38]5)=[N:21][CH:20]=[N:19]4)[CH:13]=3)[CH2:9][C:8](=[O:25])[NH:7][C:6]=2[CH:26]=1, predict the reactants needed to synthesize it. The reactants are: [Cl:1][C:2]1[C:3]([N:27]([CH3:31])[CH2:28][CH2:29][CH3:30])=[CH:4][C:5]2[N:11]=[C:10]([C:12]3[CH:17]=[CH:16][CH:15]=[C:14]([N:18]4[C:22]([CH2:23]O)=[N:21][CH:20]=[N:19]4)[CH:13]=3)[CH2:9][C:8](=[O:25])[NH:7][C:6]=2[CH:26]=1.S(Cl)(Cl)=O.[Cl-].[CH:37]1([NH2:40])[CH2:39][CH2:38]1. (3) Given the product [Cl-:1].[Cl-:1].[CH3:27][Zr:5]([CH3:3])(=[SiH2:26])([CH:16]1[C:24]2[C:19](=[CH:20][CH:21]=[CH:22][CH:23]=2)[CH:18]=[C:17]1[CH3:25])[CH:6]1[C:14]2[C:9](=[CH:10][CH:11]=[CH:12][CH:13]=2)[CH:8]=[C:7]1[CH3:15], predict the reactants needed to synthesize it. The reactants are: [Cl-:1].[Cl-].[CH2:3]([Zr:5]([CH2:27]C)(=[SiH2:26])([CH:16]1[C:24]2[C:19](=[CH:20][CH:21]=[CH:22][CH:23]=2)[CH:18]=[C:17]1[CH3:25])[CH:6]1[C:14]2[C:9](=[CH:10][CH:11]=[CH:12][CH:13]=2)[CH:8]=[C:7]1[CH3:15])C.[Cl-].[Cl-].C[Zr](C)(=[SiH2])(C1C2C(=CC=CC=2)C=C1CC)C1C2C(=CC=CC=2)C=C1CC.[Cl-].[Cl-].C[Zr](C)(=[SiH2])(C1C2C(=CC=CC=2)C=C1C(C)C)C1C2C(=CC=CC=2)C=C1C(C)C. (4) Given the product [O:40]=[C:41]1[CH:46]([N:47]2[C:55](=[O:56])[C:54]3[C:49](=[CH:50][CH:51]=[CH:52][C:53]=3[NH:11][CH2:12][CH2:13][CH2:14][O:15][C:16]3[CH:17]=[N:18][C:19]([C:22]4[CH:27]=[CH:26][C:25]([C@@H:28]([NH:30][C:31](=[O:37])[O:32][C:33]([CH3:36])([CH3:35])[CH3:34])[CH3:29])=[CH:24][CH:23]=4)=[N:20][CH:21]=3)[C:48]2=[O:58])[CH2:45][CH2:44][C:43](=[O:59])[NH:42]1, predict the reactants needed to synthesize it. The reactants are: C(OC([NH:11][CH2:12][CH2:13][CH2:14][O:15][C:16]1[CH:17]=[N:18][C:19]([C:22]2[CH:27]=[CH:26][C:25]([C@@H:28]([NH:30][C:31](=[O:37])[O:32][C:33]([CH3:36])([CH3:35])[CH3:34])[CH3:29])=[CH:24][CH:23]=2)=[N:20][CH:21]=1)=O)C1C=CC=CC=1.[H][H].[O:40]=[C:41]1[CH:46]([N:47]2[C:55](=[O:56])[C:54]3[C:49](=[CH:50][CH:51]=[CH:52][C:53]=3F)[C:48]2=[O:58])[CH2:45][CH2:44][C:43](=[O:59])[NH:42]1.C(N(C(C)C)C(C)C)C. (5) Given the product [CH:2]([C:3]1[CH:4]=[C:5]([NH:9][C:10](=[O:15])[CH2:11][CH2:12][O:13][CH3:14])[CH:6]=[CH:7][CH:8]=1)=[O:1], predict the reactants needed to synthesize it. The reactants are: [OH:1][CH2:2][C:3]1[CH:4]=[C:5]([NH:9][C:10](=[O:15])[CH2:11][CH2:12][O:13][CH3:14])[CH:6]=[CH:7][CH:8]=1.